Dataset: Catalyst prediction with 721,799 reactions and 888 catalyst types from USPTO. Task: Predict which catalyst facilitates the given reaction. (1) Reactant: [CH3:1][O:2][C:3]1[CH:27]=[CH:26][C:6]([CH2:7][O:8][C:9]2[CH:14]=[CH:13][C:12]([S:15][C:16]3[CH:21]=[CH:20][C:19]([OH:22])=[CH:18][CH:17]=3)=[C:11]([N+:23]([O-])=O)[CH:10]=2)=[CH:5][CH:4]=1.[Cl-].[NH4+].O1CCCC1.O. Product: [NH2:23][C:11]1[CH:10]=[C:9]([O:8][CH2:7][C:6]2[CH:5]=[CH:4][C:3]([O:2][CH3:1])=[CH:27][CH:26]=2)[CH:14]=[CH:13][C:12]=1[S:15][C:16]1[CH:17]=[CH:18][C:19]([OH:22])=[CH:20][CH:21]=1. The catalyst class is: 415. (2) Reactant: C(OC([N:8]1[CH2:13][CH2:12][N:11]([C:14]2[CH:15]=[CH:16][CH:17]=[C:18]3[C:22]=2[N:21]([CH3:23])[C:20]([CH3:24])=[C:19]3[S:25]([C:28]2[CH:33]=[CH:32][CH:31]=[CH:30][CH:29]=2)(=[O:27])=[O:26])[CH2:10][CH2:9]1)=O)(C)(C)C.[ClH:34]. The catalyst class is: 12. Product: [ClH:34].[CH3:23][N:21]1[C:22]2[C:18](=[CH:17][CH:16]=[CH:15][C:14]=2[N:11]2[CH2:10][CH2:9][NH:8][CH2:13][CH2:12]2)[C:19]([S:25]([C:28]2[CH:33]=[CH:32][CH:31]=[CH:30][CH:29]=2)(=[O:26])=[O:27])=[C:20]1[CH3:24]. (3) Reactant: [ClH:1].[N+:2]([C:5]1[CH:10]=[CH:9][C:8]([N:11]2[CH2:16][CH2:15][NH:14][CH2:13][CH2:12]2)=[CH:7][CH:6]=1)([O-])=O. Product: [ClH:1].[N:11]1([C:8]2[CH:9]=[CH:10][C:5]([NH2:2])=[CH:6][CH:7]=2)[CH2:12][CH2:13][NH:14][CH2:15][CH2:16]1. The catalyst class is: 29. (4) Reactant: Cl[C:2]1[C:7](C)=[N:6][C:5]([CH3:9])=[CH:4][N:3]=1.[N-:10]=[N+:11]=[N-:12].[Na+].[CH3:14]N(C)C=O. Product: [N:10]([C:7]1[C:2]([CH3:14])=[N:3][CH:4]=[C:5]([CH3:9])[N:6]=1)=[N+:11]=[N-:12]. The catalyst class is: 13. (5) Reactant: [CH3:1][C:2]1[CH:7]=[C:6]([C:8]([CH3:10])=[O:9])[C:5]([OH:11])=[CH:4][C:3]=1[CH3:12].[CH2:13]([O:20][C:21]1[CH:30]=[C:29]2[C:24]([C:25](Cl)=[CH:26][CH:27]=[N:28]2)=[CH:23][C:22]=1[O:32][CH3:33])[C:14]1[CH:19]=[CH:18][CH:17]=[CH:16][CH:15]=1. Product: [CH2:13]([O:20][C:21]1[CH:30]=[C:29]2[C:24]([C:25]([O:11][C:5]3[CH:4]=[C:3]([CH3:12])[C:2]([CH3:1])=[CH:7][C:6]=3[C:8](=[O:9])[CH3:10])=[CH:26][CH:27]=[N:28]2)=[CH:23][C:22]=1[O:32][CH3:33])[C:14]1[CH:15]=[CH:16][CH:17]=[CH:18][CH:19]=1. The catalyst class is: 420. (6) Reactant: [NH2:1][C:2]1[N:15]=[CH:14][C:13]([Br:16])=[CH:12][C:3]=1[C:4]([NH:6][CH2:7][CH2:8][N:9]([CH3:11])[CH3:10])=O. Product: [Br:16][C:13]1[CH:12]=[C:3]([CH2:4][NH:6][CH2:7][CH2:8][N:9]([CH3:11])[CH3:10])[C:2]([NH2:1])=[N:15][CH:14]=1. The catalyst class is: 1. (7) Reactant: [CH2:1]([C@H:8]1[CH2:12][O:11][C:10](=[O:13])[N:9]1[C:14](=[O:36])[CH2:15][C@@H:16]([C:22]1[CH:27]=[CH:26][C:25]([O:28]CC2C=CC=CC=2)=[CH:24][CH:23]=1)[CH:17]1[CH:21]=[CH:20][O:19][NH:18]1)[C:2]1[CH:7]=[CH:6][CH:5]=[CH:4][CH:3]=1. Product: [CH2:1]([C@H:8]1[CH2:12][O:11][C:10](=[O:13])[N:9]1[C:14](=[O:36])[CH2:15][C@@H:16]([C:22]1[CH:27]=[CH:26][C:25]([OH:28])=[CH:24][CH:23]=1)[CH:17]1[CH:21]=[CH:20][O:19][NH:18]1)[C:2]1[CH:7]=[CH:6][CH:5]=[CH:4][CH:3]=1. The catalyst class is: 50.